Dataset: Cav3 T-type calcium channel HTS with 100,875 compounds. Task: Binary Classification. Given a drug SMILES string, predict its activity (active/inactive) in a high-throughput screening assay against a specified biological target. The compound is S(=O)(=O)(N(c1cc2sc(oc2cc1)=O)C(=O)CCC)c1sccc1. The result is 0 (inactive).